Dataset: Full USPTO retrosynthesis dataset with 1.9M reactions from patents (1976-2016). Task: Predict the reactants needed to synthesize the given product. Given the product [Cl:31][C:7]1[C:8]([C:12]2[S:13][C:14]([C:17]3[N:18]=[C:19]4[C:24]([Cl:25])=[CH:23][C:22]([C:26]([F:29])([F:27])[F:28])=[CH:21][N:20]4[CH:30]=3)=[N:15][N:16]=2)=[CH:9][C:10]([F:11])=[C:5]([CH:6]=1)[O:32][CH2:41][CH:42]([OH:43])[CH2:44][OH:37], predict the reactants needed to synthesize it. The reactants are: C(O[C:5]1[C:10]([F:11])=[CH:9][C:8]([C:12]2[S:13][C:14]([C:17]3[N:18]=[C:19]4[C:24]([Cl:25])=[CH:23][C:22]([C:26]([F:29])([F:28])[F:27])=[CH:21][N:20]4[CH:30]=3)=[N:15][N:16]=2)=[C:7]([Cl:31])[CH:6]=1)C=C.[OH2:32].C[N+]1([O-])CC[O:37]CC1.[CH3:41][C:42]([CH3:44])=[O:43].